Dataset: Peptide-MHC class II binding affinity with 134,281 pairs from IEDB. Task: Regression. Given a peptide amino acid sequence and an MHC pseudo amino acid sequence, predict their binding affinity value. This is MHC class II binding data. (1) The peptide sequence is VPRRGPRGGPGRSYA. The MHC is HLA-DPA10301-DPB10402 with pseudo-sequence HLA-DPA10301-DPB10402. The binding affinity (normalized) is 0.0235. (2) The peptide sequence is TNSNGIQYWRVPLNL. The MHC is DRB1_0101 with pseudo-sequence DRB1_0101. The binding affinity (normalized) is 0.557.